Dataset: Catalyst prediction with 721,799 reactions and 888 catalyst types from USPTO. Task: Predict which catalyst facilitates the given reaction. Reactant: Cl[C:2]1[C:3]2[S:10][C:9]([C:11]3[CH:12]=[N:13][N:14]([CH3:16])[CH:15]=3)=[CH:8][C:4]=2[N:5]=[CH:6][N:7]=1.[CH2:17]([NH:24][C:25]([N:27]1[CH2:32][CH2:31][NH:30][CH2:29][CH2:28]1)=[O:26])[C:18]1[CH:23]=[CH:22][CH:21]=[CH:20][CH:19]=1.C(N(CC)CC)C. Product: [CH2:17]([NH:24][C:25]([N:27]1[CH2:32][CH2:31][N:30]([C:2]2[C:3]3[S:10][C:9]([C:11]4[CH:12]=[N:13][N:14]([CH3:16])[CH:15]=4)=[CH:8][C:4]=3[N:5]=[CH:6][N:7]=2)[CH2:29][CH2:28]1)=[O:26])[C:18]1[CH:23]=[CH:22][CH:21]=[CH:20][CH:19]=1. The catalyst class is: 10.